Dataset: CYP3A4 inhibition data for predicting drug metabolism from PubChem BioAssay. Task: Regression/Classification. Given a drug SMILES string, predict its absorption, distribution, metabolism, or excretion properties. Task type varies by dataset: regression for continuous measurements (e.g., permeability, clearance, half-life) or binary classification for categorical outcomes (e.g., BBB penetration, CYP inhibition). Dataset: cyp3a4_veith. (1) The molecule is COC(=O)/C=C\c1cc(O)ccc1O. The result is 0 (non-inhibitor). (2) The molecule is CC(C)(N)C(=O)N[C@@H]1C(=O)N2[C@@H]1SC(C)(C)[C@H]2C(=O)O. The result is 0 (non-inhibitor).